The task is: Predict which catalyst facilitates the given reaction.. This data is from Catalyst prediction with 721,799 reactions and 888 catalyst types from USPTO. Reactant: Cl.[CH3:2][O:3][C:4](=[O:30])[C@@H:5]([NH:8][C:9]([C:11]1[C:12]([CH3:29])=[N:13][C:14]([NH:18][CH2:19][CH2:20][CH2:21][C:22]2[CH:27]=[CH:26][CH:25]=[C:24]([OH:28])[CH:23]=2)=[N:15][C:16]=1[CH3:17])=[O:10])[CH2:6][NH2:7].CCN(C(C)C)C(C)C.O=C1CCC(=O)N1[O:47][C:48](=O)[C:49]1[CH:54]=[C:53]([OH:55])[CH:52]=[C:51]([O:56][CH2:57][CH2:58][CH2:59][NH:60][C:61]([O:63][C:64]([CH3:67])([CH3:66])[CH3:65])=[O:62])[CH:50]=1. Product: [CH3:2][O:3][C:4](=[O:30])[C@@H:5]([NH:8][C:9]([C:11]1[C:12]([CH3:29])=[N:13][C:14]([NH:18][CH2:19][CH2:20][CH2:21][C:22]2[CH:27]=[CH:26][CH:25]=[C:24]([OH:28])[CH:23]=2)=[N:15][C:16]=1[CH3:17])=[O:10])[CH2:6][NH:7][C:48](=[O:47])[C:49]1[CH:54]=[C:53]([OH:55])[CH:52]=[C:51]([O:56][CH2:57][CH2:58][CH2:59][NH:60][C:61]([O:63][C:64]([CH3:66])([CH3:65])[CH3:67])=[O:62])[CH:50]=1. The catalyst class is: 39.